This data is from Peptide-MHC class II binding affinity with 134,281 pairs from IEDB. The task is: Regression. Given a peptide amino acid sequence and an MHC pseudo amino acid sequence, predict their binding affinity value. This is MHC class II binding data. The peptide sequence is MSSGSFINISV. The MHC is DRB1_0405 with pseudo-sequence DRB1_0405. The binding affinity (normalized) is 0.